Dataset: Full USPTO retrosynthesis dataset with 1.9M reactions from patents (1976-2016). Task: Predict the reactants needed to synthesize the given product. (1) The reactants are: Br[C:2]1[CH:6]=[CH:5][S:4][C:3]=1[CH2:7][C:8](=O)[CH2:9][CH2:10][CH2:11][CH2:12][CH3:13].C([O-])([O-])=O.[K+].[K+].CN(C)C=O.[SH:26][CH2:27][C:28]([O:30][CH2:31][CH3:32])=[O:29]. Given the product [CH2:8]([C:7]1[C:3]2[S:4][CH:5]=[CH:6][C:2]=2[S:26][C:27]=1[C:28]([O:30][CH2:31][CH3:32])=[O:29])[CH2:9][CH2:10][CH2:11][CH2:12][CH3:13], predict the reactants needed to synthesize it. (2) The reactants are: Br[C:2]1[CH:3]=[CH:4][C:5]2[CH2:11][CH2:10][CH2:9][CH2:8][CH2:7][C:6]=2[CH:12]=1.[CH3:13][O:14][C:15]1[CH:32]=[C:31]([O:33][CH3:34])[CH:30]=[CH:29][C:16]=1[CH2:17][N:18]([CH2:22][C@@H:23]1[O:27][C:26](=[O:28])[NH:25][CH2:24]1)[C:19](=[O:21])[CH3:20]. Given the product [CH3:13][O:14][C:15]1[CH:32]=[C:31]([O:33][CH3:34])[CH:30]=[CH:29][C:16]=1[CH2:17][N:18]([CH2:22][C@@H:23]1[O:27][C:26](=[O:28])[N:25]([C:2]2[CH:3]=[CH:4][C:5]3[CH2:11][CH2:10][CH2:9][CH2:8][CH2:7][C:6]=3[CH:12]=2)[CH2:24]1)[C:19](=[O:21])[CH3:20], predict the reactants needed to synthesize it. (3) Given the product [CH2:1]([C:3]1[C:14]([F:15])=[CH:13][CH:12]=[C:11]([CH2:16][CH3:17])[C:4]=1[CH2:5][C:6]1[NH:10][CH:9]=[CH:8][N:7]=1)[CH3:2], predict the reactants needed to synthesize it. The reactants are: [CH2:1]([C:3]1[C:14]([F:15])=[CH:13][CH:12]=[C:11]([CH2:16][CH3:17])[C:4]=1[CH2:5][C:6]1[NH:7][CH2:8][CH2:9][N:10]=1)[CH3:2].C1(N(Cl)C(=O)N(Cl)C(=O)N1Cl)=O.C1CCN2C(=NCCC2)CC1. (4) Given the product [O:2]([C:3]1[CH:8]=[CH:7][CH:6]=[CH:5][C:4]=1[C:9]1[N:14]=[CH:13][N:12]=[C:11]([NH:15][C:16]2[CH:17]=[C:18]([CH2:22][S:23]([NH2:26])(=[O:25])=[O:24])[CH:19]=[CH:20][CH:21]=2)[N:10]=1)[C:1]1[CH:37]=[CH:36][CH:35]=[CH:40][CH:39]=1, predict the reactants needed to synthesize it. The reactants are: [CH3:1][O:2][C:3]1[CH:8]=[CH:7][CH:6]=[CH:5][C:4]=1[C:9]1[N:14]=[CH:13][N:12]=[C:11]([NH:15][C:16]2[CH:17]=[C:18]([CH2:22][S:23]([NH2:26])(=[O:25])=[O:24])[CH:19]=[CH:20][CH:21]=2)[N:10]=1.ClC1N=CN=C(N[C:35]2[CH:36]=[C:37](CS(N)(=O)=O)C=[CH:39][CH:40]=2)N=1.O(C1C=CC=CC=1B(O)O)C1C=CC=CC=1. (5) Given the product [F:28][C:29]1[CH:30]=[CH:31][C:32]([C:35]2[CH:40]=[CH:39][C:38]([CH2:19][N:17]3[CH2:18][C:15]4([CH2:26][C:12]([N:9]5[CH2:8][CH2:7][C:6]([CH3:27])([C:4]([O:3][CH2:1][CH3:2])=[O:5])[CH2:11][CH2:10]5)=[N:13][O:14]4)[CH2:16]3)=[CH:37][C:36]=2[CH2:43][CH2:44][CH3:45])=[CH:33][CH:34]=1, predict the reactants needed to synthesize it. The reactants are: [CH2:1]([O:3][C:4]([C:6]1([CH3:27])[CH2:11][CH2:10][N:9]([C:12]2[CH2:26][C:15]3([CH2:18][N:17]([C:19](OC(C)(C)C)=O)[CH2:16]3)[O:14][N:13]=2)[CH2:8][CH2:7]1)=[O:5])[CH3:2].[F:28][C:29]1[CH:34]=[CH:33][C:32]([C:35]2[CH:40]=[CH:39][C:38](C=O)=[CH:37][C:36]=2[CH2:43][CH2:44][CH3:45])=[CH:31][CH:30]=1. (6) Given the product [F:35][C:31]1[CH:30]=[C:29]2[C:34]([C:26]([C:23]3[CH:24]=[CH:25][C:18]4[S:17](=[O:44])(=[O:43])[N:16]([CH2:15][CH2:14][N:11]5[CH2:12][CH2:13][NH:8][CH2:9][C:10]5=[O:45])[CH:20]([CH3:21])[C:19]=4[CH:22]=3)=[CH:27][NH:28]2)=[CH:33][CH:32]=1, predict the reactants needed to synthesize it. The reactants are: C(OC([N:8]1[CH2:13][CH2:12][N:11]([CH2:14][CH2:15][N:16]2[CH:20]([CH3:21])[C:19]3[CH:22]=[C:23]([C:26]4[C:34]5[C:29](=[CH:30][C:31]([F:35])=[CH:32][CH:33]=5)[N:28](C(OC(C)(C)C)=O)[CH:27]=4)[CH:24]=[CH:25][C:18]=3[S:17]2(=[O:44])=[O:43])[C:10](=[O:45])[CH2:9]1)=O)(C)(C)C. (7) Given the product [C:2]([OH:1])(=[O:38])[C:25]([OH:27])=[O:28].[CH:32]([O:1][C:2]1[CH:24]=[CH:23][C:5]2[N:6]([C:17]3[CH:22]=[CH:21][CH:20]=[CH:19][N:18]=3)[C:7](/[CH:9]=[CH:10]/[C:11]3[CH:16]=[CH:15][CH:14]=[CH:13][CH:12]=3)=[N:8][C:4]=2[CH:3]=1)([CH3:34])[CH3:33], predict the reactants needed to synthesize it. The reactants are: [OH:1][C:2]1[CH:24]=[CH:23][C:5]2[N:6]([C:17]3[CH:22]=[CH:21][CH:20]=[CH:19][N:18]=3)[C:7](/[CH:9]=[CH:10]/[C:11]3[CH:16]=[CH:15][CH:14]=[CH:13][CH:12]=3)=[N:8][C:4]=2[CH:3]=1.[C:25](=[O:28])([O-:27])[O-].[K+].[K+].Br[CH:32]([CH3:34])[CH3:33].CN(C)C=[O:38].